From a dataset of Forward reaction prediction with 1.9M reactions from USPTO patents (1976-2016). Predict the product of the given reaction. (1) Given the reactants [NH2:1][C:2]1[CH:7]=[CH:6][C:5]([C:8]2[C:16]3[C:11](=[N:12][CH:13]=[CH:14][CH:15]=3)[NH:10][C:9]=2[C:17]([NH2:19])=[O:18])=[CH:4][CH:3]=1.[F:20][C:21]([F:33])([F:32])[O:22][C:23]1[CH:28]=[CH:27][C:26]([N:29]=[C:30]=[O:31])=[CH:25][CH:24]=1, predict the reaction product. The product is: [F:20][C:21]([F:32])([F:33])[O:22][C:23]1[CH:24]=[CH:25][C:26]([NH:29][C:30](=[O:31])[NH:1][C:2]2[CH:3]=[CH:4][C:5]([C:8]3[C:16]4[C:11](=[N:12][CH:13]=[CH:14][CH:15]=4)[NH:10][C:9]=3[C:17]([NH2:19])=[O:18])=[CH:6][CH:7]=2)=[CH:27][CH:28]=1. (2) Given the reactants [Cl:1][C:2]1[CH:3]=[C:4]([CH:9]2[CH2:18][C:17]([CH3:20])([CH3:19])[C:16]3[C:11](=[CH:12][N:13]=C(C#N)[CH:15]=3)[NH:10]2)[CH:5]=[CH:6][C:7]=1[F:8].[OH-:23].[Na+].Cl.[CH2:26]([OH:28])[CH3:27], predict the reaction product. The product is: [Cl:1][C:2]1[CH:3]=[C:4]([CH:9]2[CH2:18][C:17]([CH3:20])([CH3:19])[C:16]3[C:11](=[CH:12][N:13]=[C:27]([C:26]([OH:23])=[O:28])[CH:15]=3)[NH:10]2)[CH:5]=[CH:6][C:7]=1[F:8]. (3) Given the reactants Br[C:2]1[CH:15]=[CH:14][C:5]2[NH:6][C:7]([N:9]3[CH2:13][CH2:12][CH2:11][CH2:10]3)=[N:8][C:4]=2[CH:3]=1.[Na+].[I-:17].NCCN.N, predict the reaction product. The product is: [I:17][C:2]1[CH:15]=[CH:14][C:5]2[NH:6][C:7]([N:9]3[CH2:13][CH2:12][CH2:11][CH2:10]3)=[N:8][C:4]=2[CH:3]=1. (4) Given the reactants [ClH:1].[CH3:2][C:3](=[O:9])[CH2:4][CH2:5][CH2:6][CH2:7][CH3:8], predict the reaction product. The product is: [Cl:1][CH2:8][CH:7]1[CH2:6][CH2:5][CH2:4][C:3](=[O:9])[CH2:2]1. (5) Given the reactants Cl.O1CCOCC1.[Br:8][C:9]1[CH:14]=[C:13]([Cl:15])[CH:12]=[CH:11][C:10]=1[C@@H:16]([NH:19][S@](C(C)(C)C)=O)[CH:17]=[CH2:18], predict the reaction product. The product is: [Br:8][C:9]1[CH:14]=[C:13]([Cl:15])[CH:12]=[CH:11][C:10]=1[C@@H:16]([NH2:19])[CH:17]=[CH2:18]. (6) The product is: [O:18]1[CH:22]=[CH:21][C:20]([C:2]2[N:7]=[C:6]([O:8][CH:9]3[CH2:14][CH2:13][O:12][CH2:11][CH2:10]3)[C:5]([N+:15]([O-:17])=[O:16])=[CH:4][CH:3]=2)=[CH:19]1. Given the reactants Cl[C:2]1[N:7]=[C:6]([O:8][CH:9]2[CH2:14][CH2:13][O:12][CH2:11][CH2:10]2)[C:5]([N+:15]([O-:17])=[O:16])=[CH:4][CH:3]=1.[O:18]1[CH:22]=[CH:21][C:20](B(O)O)=[CH:19]1.C(=O)([O-])[O-].[K+].[K+], predict the reaction product.